This data is from Catalyst prediction with 721,799 reactions and 888 catalyst types from USPTO. The task is: Predict which catalyst facilitates the given reaction. (1) Reactant: [C:1]([C:9]1[CH:10]=[CH:11][C:12](=[O:19])[N:13]([CH3:18])[C:14]=1SCC)(=[O:8])[C:2]1[CH:7]=[CH:6][CH:5]=[CH:4][CH:3]=1.[CH3:20][CH:21]([CH:23]([NH2:27])[CH:24]([CH3:26])[CH3:25])[CH3:22]. Product: [C:1]([C:9]1[CH:10]=[CH:11][C:12](=[O:19])[N:13]([CH3:18])[C:14]=1[NH:27][CH:23]([CH:24]([CH3:26])[CH3:25])[CH:21]([CH3:22])[CH3:20])(=[O:8])[C:2]1[CH:3]=[CH:4][CH:5]=[CH:6][CH:7]=1. The catalyst class is: 8. (2) Reactant: [CH:1]1([CH2:7][CH2:8][CH2:9][CH2:10]O)[CH2:6][CH2:5][CH2:4][CH2:3][CH2:2]1.C1(P(C2C=CC=CC=2)C2C=CC=CC=2)C=CC=CC=1.[Br:31]N1C(=O)CCC1=O. Product: [Br:31][CH2:10][CH2:9][CH2:8][CH2:7][CH:1]1[CH2:6][CH2:5][CH2:4][CH2:3][CH2:2]1. The catalyst class is: 2. (3) Reactant: O[CH2:2][C:3]1[CH:8]=[CH:7][C:6]([CH2:9][CH2:10][N:11]2[CH:16]=[CH:15][C:14]([CH2:17][CH2:18][C:19]3[CH:24]=[CH:23][CH:22]=[CH:21][CH:20]=3)=[CH:13][C:12]2=[O:25])=[CH:5][CH:4]=1.P(Br)(Br)[Br:27].C([O-])(O)=O.[Na+]. Product: [Br:27][CH2:2][C:3]1[CH:8]=[CH:7][C:6]([CH2:9][CH2:10][N:11]2[CH:16]=[CH:15][C:14]([CH2:17][CH2:18][C:19]3[CH:24]=[CH:23][CH:22]=[CH:21][CH:20]=3)=[CH:13][C:12]2=[O:25])=[CH:5][CH:4]=1. The catalyst class is: 2. (4) Reactant: Cl[C:2]1[C:7]([C:8]([N:10]([CH2:32][CH:33]([CH3:35])[CH3:34])[C@H:11]2[CH2:16][C@@H:15]([C:17]([N:19]3[CH2:24][CH2:23][O:22][CH2:21][CH2:20]3)=[O:18])[CH2:14][N:13]([C:25]([O:27][C:28]([CH3:31])([CH3:30])[CH3:29])=[O:26])[CH2:12]2)=[O:9])=[CH:6][N:5]=[C:4]2[CH:36]=[CH:37][S:38][C:3]=12.[CH3:39][O:40][CH2:41][CH2:42][CH2:43][NH2:44].C(N(C(C)C)CC)(C)C.O. Product: [CH3:39][O:40][CH2:41][CH2:42][CH2:43][NH:44][C:2]1[C:7]([C:8]([N:10]([CH2:32][CH:33]([CH3:35])[CH3:34])[C@H:11]2[CH2:16][C@@H:15]([C:17]([N:19]3[CH2:24][CH2:23][O:22][CH2:21][CH2:20]3)=[O:18])[CH2:14][N:13]([C:25]([O:27][C:28]([CH3:30])([CH3:29])[CH3:31])=[O:26])[CH2:12]2)=[O:9])=[CH:6][N:5]=[C:4]2[CH:36]=[CH:37][S:38][C:3]=12. The catalyst class is: 41.